This data is from Full USPTO retrosynthesis dataset with 1.9M reactions from patents (1976-2016). The task is: Predict the reactants needed to synthesize the given product. (1) Given the product [CH3:30][O:29][C:28]1[C:20]([CH:13]([C:14]2[CH:15]=[CH:16][CH:17]=[CH:18][CH:19]=2)[CH2:12][C:11]([NH:2][CH3:1])=[O:31])=[C:21]2[C:25](=[CH:26][CH:27]=1)[NH:24][CH:23]=[CH:22]2, predict the reactants needed to synthesize it. The reactants are: [CH3:1][NH2:2].Cl.C[Al](C)C.C(O[C:11](=[O:31])[CH2:12][CH:13]([C:20]1[C:28]([O:29][CH3:30])=[CH:27][CH:26]=[C:25]2[C:21]=1[CH:22]=[CH:23][NH:24]2)[C:14]1[CH:19]=[CH:18][CH:17]=[CH:16][CH:15]=1)C. (2) Given the product [Cl:1][C:2]1[C:3]([N:12]2[CH2:17][CH2:16][N:15]([CH2:18][C:19]3[N:23]=[C:22]([CH3:24])[O:21][N:20]=3)[CH2:14][CH2:13]2)=[C:4]2[N:9]=[C:31]([C:29]3[C:28]([CH3:33])=[N:27][N:26]([CH3:25])[CH:30]=3)[NH:8][C:5]2=[N:6][CH:7]=1, predict the reactants needed to synthesize it. The reactants are: [Cl:1][C:2]1[C:3]([N:12]2[CH2:17][CH2:16][N:15]([CH2:18][C:19]3[N:23]=[C:22]([CH3:24])[O:21][N:20]=3)[CH2:14][CH2:13]2)=[C:4]([N+:9]([O-])=O)[C:5]([NH2:8])=[N:6][CH:7]=1.[CH3:25][N:26]1[CH:30]=[C:29]([CH:31]=O)[C:28]([CH3:33])=[N:27]1.[O-]S(S([O-])=O)=O.[Na+].[Na+]. (3) Given the product [Cl:23][C:16]1[CH:15]=[CH:14][N:13]=[C:12]([C:11]([F:20])([F:19])[F:10])[N:17]=1, predict the reactants needed to synthesize it. The reactants are: CN(C)C1C=CC=CC=1.[F:10][C:11]([F:20])([F:19])[C:12]1[N:17]=[C:16](O)[CH:15]=[CH:14][N:13]=1.O=P(Cl)(Cl)[Cl:23].